From a dataset of Catalyst prediction with 721,799 reactions and 888 catalyst types from USPTO. Predict which catalyst facilitates the given reaction. (1) Reactant: C[O:2][C:3]([C@@H:5]1[C@H:9]([O:10][Si:11]([C:24]([CH3:27])([CH3:26])[CH3:25])([C:18]2[CH:23]=[CH:22][CH:21]=[CH:20][CH:19]=2)[C:12]2[CH:17]=[CH:16][CH:15]=[CH:14][CH:13]=2)[CH2:8][CH2:7][N:6]1[C:28]([O:30][C:31]([CH3:34])([CH3:33])[CH3:32])=[O:29])=O.[Li+].[B-](CC)(CC)CC. Product: [C:31]([O:30][C:28]([N:6]1[CH2:7][CH2:8][C@@H:9]([O:10][Si:11]([C:24]([CH3:27])([CH3:26])[CH3:25])([C:12]2[CH:13]=[CH:14][CH:15]=[CH:16][CH:17]=2)[C:18]2[CH:19]=[CH:20][CH:21]=[CH:22][CH:23]=2)[C@H:5]1[CH2:3][OH:2])=[O:29])([CH3:34])([CH3:33])[CH3:32]. The catalyst class is: 1. (2) Reactant: [OH:1][C:2]1[CH:3]=[C:4]2[C:8](=[CH:9][C:10]=1[C:11]([O:13][CH2:14][CH3:15])=[O:12])[N:7]([CH:16]1[CH2:21][CH2:20][CH2:19][CH2:18][O:17]1)[N:6]=[CH:5]2.F[C:23]1[CH:28]=[CH:27][C:26]([N+:29]([O-:31])=[O:30])=[CH:25][C:24]=1[F:32].C([O-])(O)=O.[Na+].CN(C=O)C. Product: [CH2:14]([O:13][C:11]([C:10]1[CH:9]=[C:8]2[C:4]([CH:5]=[N:6][N:7]2[CH:16]2[CH2:21][CH2:20][CH2:19][CH2:18][O:17]2)=[CH:3][C:2]=1[O:1][C:23]1[CH:28]=[CH:27][C:26]([N+:29]([O-:31])=[O:30])=[CH:25][C:24]=1[F:32])=[O:12])[CH3:15]. The catalyst class is: 6. (3) Reactant: [CH3:1][O:2][C:3](=[O:20])[C:4]1[CH:9]=[CH:8][C:7]([NH:10][CH2:11][CH2:12][S:13]([CH3:16])(=[O:15])=[O:14])=[C:6]([N+:17]([O-])=O)[CH:5]=1.[CH3:21]O. Product: [CH3:1][O:2][C:3]([C:4]1[CH:9]=[CH:8][C:7]2[N:10]([CH2:11][CH2:12][S:13]([CH3:16])(=[O:15])=[O:14])[CH:21]=[N:17][C:6]=2[CH:5]=1)=[O:20]. The catalyst class is: 45. (4) Reactant: [Cl:1][C:2]1[CH:3]=[C:4]2[C:9](=[C:10]([Cl:12])[CH:11]=1)[CH2:8][N:7]([CH3:13])[CH2:6][C@H:5]2[C:14]1[CH:15]=[C:16]([S:20]([N:23]([CH2:25][CH2:26][O:27][CH2:28][CH2:29][O:30][CH2:31][CH2:32][NH:33]C(=O)OC(C)(C)C)[CH3:24])(=[O:22])=[O:21])[CH:17]=[CH:18][CH:19]=1.ClC1C=C2C(=C(Cl)C=1)CN(C)C[C@H]2C1C=C(S(NCCOCCOCCNC(=O)OC(C)(C)C)(=O)=O)C=CC=1.CO.C1C=CC(P(C2C=CC=CC=2)C2C=CC=CC=2)=CC=1.N(C(OCC)=O)=NC(OCC)=O. Product: [NH2:33][CH2:32][CH2:31][O:30][CH2:29][CH2:28][O:27][CH2:26][CH2:25][N:23]([CH3:24])[S:20]([C:16]1[CH:17]=[CH:18][CH:19]=[C:14]([C@H:5]2[C:4]3[C:9](=[C:10]([Cl:12])[CH:11]=[C:2]([Cl:1])[CH:3]=3)[CH2:8][N:7]([CH3:13])[CH2:6]2)[CH:15]=1)(=[O:22])=[O:21]. The catalyst class is: 1.